Dataset: Forward reaction prediction with 1.9M reactions from USPTO patents (1976-2016). Task: Predict the product of the given reaction. (1) Given the reactants [CH3:1][N:2]1[CH2:15][CH2:14][C:5]2[NH:6][C:7]3[CH:8]=[CH:9][C:10]([CH3:13])=[CH:11][C:12]=3[C:4]=2[CH2:3]1.Br[C:17]1[CH:18]=[CH:19][CH:20]=[C:21]2[C:26]=1[CH:25]=[N:24][CH:23]=[CH:22]2.P([O-])([O-])([O-])=O.[K+].[K+].[K+].N1CCC[C@H]1C(O)=O, predict the reaction product. The product is: [CH:25]1[C:26]2[C:21](=[CH:20][CH:19]=[CH:18][C:17]=2[N:6]2[C:7]3[CH:8]=[CH:9][C:10]([CH3:13])=[CH:11][C:12]=3[C:4]3[CH2:3][N:2]([CH3:1])[CH2:15][CH2:14][C:5]2=3)[CH:22]=[CH:23][N:24]=1. (2) Given the reactants [CH2:1]([O:3][C:4]1([O:7][Si](C)(C)C)[CH2:6][CH2:5]1)[CH3:2], predict the reaction product. The product is: [CH2:1]([O:3][C:4]1([OH:7])[CH2:6][CH2:5]1)[CH3:2].[CH3:1][O:3][C:4]1([OH:7])[CH2:6][CH2:5]1. (3) Given the reactants [CH2:1]([O:3][C:4]([C:6]1[CH:7]=[N:8][NH:9][C:10](=[O:12])[CH:11]=1)=[O:5])[CH3:2].C(N(C(C)C)CC)(C)C.Cl[CH2:23][O:24][CH2:25][CH2:26][Si:27]([CH3:30])([CH3:29])[CH3:28], predict the reaction product. The product is: [CH2:1]([O:3][C:4]([C:6]1[CH:7]=[N:8][N:9]([CH2:23][O:24][CH2:25][CH2:26][Si:27]([CH3:30])([CH3:29])[CH3:28])[C:10](=[O:12])[CH:11]=1)=[O:5])[CH3:2].